Dataset: Catalyst prediction with 721,799 reactions and 888 catalyst types from USPTO. Task: Predict which catalyst facilitates the given reaction. (1) Reactant: [NH2:1][C:2]1[CH:7]=[C:6]([Cl:8])[C:5]([C:9]([F:12])([F:11])[F:10])=[CH:4][C:3]=1[OH:13].CCN=C=NCCCN(C)C.[C:25](O)(=[O:32])[C:26]1[CH:31]=[CH:30][N:29]=[CH:28][CH:27]=1.N1C=CC=CC=1. Product: [Cl:8][C:6]1[C:5]([C:9]([F:12])([F:10])[F:11])=[CH:4][C:3]([OH:13])=[C:2]([NH:1][C:25](=[O:32])[C:26]2[CH:31]=[CH:30][N:29]=[CH:28][CH:27]=2)[CH:7]=1. The catalyst class is: 6. (2) Reactant: [CH3:1][O:2][C:3]1[CH:4]=[C:5]([CH2:11][CH2:12][NH:13][C:14]2[CH:19]=[CH:18][N:17]=[C:16]([NH:20][CH2:21][C:22]3[CH:31]=[CH:30][C:25]([C:26]([O:28]C)=[O:27])=[CH:24][CH:23]=3)[N:15]=2)[CH:6]=[CH:7][C:8]=1[O:9][CH3:10].O[Li].O. Product: [CH3:1][O:2][C:3]1[CH:4]=[C:5]([CH2:11][CH2:12][NH:13][C:14]2[CH:19]=[CH:18][N:17]=[C:16]([NH:20][CH2:21][C:22]3[CH:23]=[CH:24][C:25]([C:26]([OH:28])=[O:27])=[CH:30][CH:31]=3)[N:15]=2)[CH:6]=[CH:7][C:8]=1[O:9][CH3:10]. The catalyst class is: 20. (3) Reactant: [OH:1][C:2]1[CH:7]=[CH:6][C:5]([C:8]([CH2:10][C:11]2[CH:16]=[CH:15][CH:14]=[CH:13][CH:12]=2)=[O:9])=[CH:4][CH:3]=1.[Si:17](Cl)([C:20]([CH3:23])([CH3:22])[CH3:21])([CH3:19])[CH3:18].N1C=CN=C1. Product: [C:20]([Si:17]([CH3:19])([CH3:18])[O:1][C:2]1[CH:3]=[CH:4][C:5]([C:8](=[O:9])[CH2:10][C:11]2[CH:12]=[CH:13][CH:14]=[CH:15][CH:16]=2)=[CH:6][CH:7]=1)([CH3:23])([CH3:22])[CH3:21]. The catalyst class is: 1.